This data is from Full USPTO retrosynthesis dataset with 1.9M reactions from patents (1976-2016). The task is: Predict the reactants needed to synthesize the given product. (1) Given the product [O:1]1[CH:5]=[CH:4][CH:3]=[C:2]1[CH2:6][NH:7][C:8](=[O:24])[C:9]1[CH:14]=[C:13]([NH:15][S:40]([C:33]2[CH:34]=[C:35]([CH3:39])[C:36]([Cl:38])=[CH:37][C:32]=2[Cl:31])(=[O:42])=[O:41])[CH:12]=[CH:11][C:10]=1[O:16][C:17]1[CH:18]=[C:19]([Cl:23])[CH:20]=[N:21][CH:22]=1, predict the reactants needed to synthesize it. The reactants are: [O:1]1[CH:5]=[CH:4][CH:3]=[C:2]1[CH2:6][NH:7][C:8](=[O:24])[C:9]1[CH:14]=[C:13]([NH2:15])[CH:12]=[CH:11][C:10]=1[O:16][C:17]1[CH:18]=[C:19]([Cl:23])[CH:20]=[N:21][CH:22]=1.N1C=CC=CC=1.[Cl:31][C:32]1[CH:37]=[C:36]([Cl:38])[C:35]([CH3:39])=[CH:34][C:33]=1[S:40](Cl)(=[O:42])=[O:41].Cl. (2) Given the product [CH2:20]([O:19][CH2:18][CH2:17][CH2:16][CH2:15][O:1][C:2]1[CH:3]=[C:4]([CH:7]=[CH:8][CH:9]=1)[CH:5]=[O:6])[C:21]1[CH:26]=[CH:25][CH:24]=[CH:23][CH:22]=1, predict the reactants needed to synthesize it. The reactants are: [OH:1][C:2]1[CH:3]=[C:4]([CH:7]=[CH:8][CH:9]=1)[CH:5]=[O:6].CS(O[CH2:15][CH2:16][CH2:17][CH2:18][O:19][CH2:20][C:21]1[CH:26]=[CH:25][CH:24]=[CH:23][CH:22]=1)(=O)=O. (3) Given the product [Cl:20][C:17]1[CH:18]=[CH:19][C:14]([C:12]2[CH:11]=[C:10]([CH3:21])[N:9]=[C:8]([C:4]3[CH:3]=[C:2]([C:26]4[CH:27]=[CH:28][C:23]([NH2:22])=[N:24][CH:25]=4)[CH:7]=[CH:6][CH:5]=3)[N:13]=2)=[CH:15][CH:16]=1, predict the reactants needed to synthesize it. The reactants are: Br[C:2]1[CH:3]=[C:4]([C:8]2[N:13]=[C:12]([C:14]3[CH:19]=[CH:18][C:17]([Cl:20])=[CH:16][CH:15]=3)[CH:11]=[C:10]([CH3:21])[N:9]=2)[CH:5]=[CH:6][CH:7]=1.[NH2:22][C:23]1[CH:28]=[CH:27][C:26](B2OC(C)(C)C(C)(C)O2)=[CH:25][N:24]=1. (4) The reactants are: [CH2:1]([N:3]1[C:8]2[CH:9]=[CH:10][C:11]([O:15][CH3:16])=[C:12]([O:13][CH3:14])[C:7]=2C(=O)O[C:4]1=O)[CH3:2].[CH2:19]([O:21][C:22](=[O:26])/[CH:23]=[CH:24]\[O-:25])[CH3:20].[Na]. Given the product [CH2:1]([N:3]1[C:8]2[C:7](=[C:12]([O:13][CH3:14])[C:11]([O:15][CH3:16])=[CH:10][CH:9]=2)[C:24](=[O:25])[C:23]([C:22]([O:21][CH2:19][CH3:20])=[O:26])=[CH:4]1)[CH3:2], predict the reactants needed to synthesize it.